This data is from Catalyst prediction with 721,799 reactions and 888 catalyst types from USPTO. The task is: Predict which catalyst facilitates the given reaction. (1) Reactant: [NH:1]1[CH2:5][CH2:4][CH2:3][C:2]1=[O:6].[H-].[Na+].[F:9][C:10]1[CH:17]=[CH:16][C:13]([CH2:14]Br)=[CH:12][CH:11]=1.O. Product: [F:9][C:10]1[CH:17]=[CH:16][C:13]([CH2:14][N:1]2[CH2:5][CH2:4][CH2:3][C:2]2=[O:6])=[CH:12][CH:11]=1. The catalyst class is: 9. (2) Reactant: [CH2:1]([O:4][CH2:5][CH2:6]Cl)[CH2:2]Cl.C(=O)([O-])[O-].[K+].[K+].[I-].[K+].[O:16]=[C:17]([CH2:23][CH3:24])[CH2:18][C:19]([O:21][CH3:22])=[O:20].Cl. Product: [C:17]([C:18]1([C:19]([O:21][CH3:22])=[O:20])[CH2:6][CH2:5][O:4][CH2:1][CH2:2]1)(=[O:16])[CH2:23][CH3:24]. The catalyst class is: 145. (3) Reactant: [Cl:1][C:2]1[CH:7]=[CH:6][C:5]([C:8]2[C:12]([CH3:13])=[CH:11][NH:10][C:9]=2[C:14]([O:16]CC)=[O:15])=[CH:4][CH:3]=1.[OH-].[Na+]. Product: [Cl:1][C:2]1[CH:7]=[CH:6][C:5]([C:8]2[C:12]([CH3:13])=[CH:11][NH:10][C:9]=2[C:14]([OH:16])=[O:15])=[CH:4][CH:3]=1. The catalyst class is: 111. (4) Reactant: [C:1]([CH2:5][N:6]1[C:16]2[C:11](=[CH:12][CH:13]=[CH:14][CH:15]=2)[CH2:10][C@H:9]([NH:17][C:18]([C:20]2[NH:21][C:22]3[C:27]([CH:28]=2)=[CH:26][C:25]([Cl:29])=[CH:24][CH:23]=3)=[O:19])[C:7]1=[O:8])([O:3]C)=O.[NH3:30]. Product: [NH2:30][C:1]([CH2:5][N:6]1[C:16]2[C:11](=[CH:12][CH:13]=[CH:14][CH:15]=2)[CH2:10][C@H:9]([NH:17][C:18]([C:20]2[NH:21][C:22]3[C:27]([CH:28]=2)=[CH:26][C:25]([Cl:29])=[CH:24][CH:23]=3)=[O:19])[C:7]1=[O:8])=[O:3]. The catalyst class is: 83.